Dataset: Forward reaction prediction with 1.9M reactions from USPTO patents (1976-2016). Task: Predict the product of the given reaction. (1) Given the reactants [N:1]1[CH:6]=[CH:5][C:4]([NH:7][C:8](=[O:15])OCC(Cl)(Cl)Cl)=[CH:3][CH:2]=1.[C:16]1([C:22]2[N:26]=[C:25]([N:27]3[CH2:32][CH2:31][NH:30][CH2:29][CH2:28]3)[S:24][N:23]=2)[CH:21]=[CH:20][CH:19]=[CH:18][CH:17]=1.C(N(C(C)C)CC)(C)C.O, predict the reaction product. The product is: [C:16]1([C:22]2[N:26]=[C:25]([N:27]3[CH2:32][CH2:31][N:30]([C:8]([NH:7][C:4]4[CH:3]=[CH:2][N:1]=[CH:6][CH:5]=4)=[O:15])[CH2:29][CH2:28]3)[S:24][N:23]=2)[CH:17]=[CH:18][CH:19]=[CH:20][CH:21]=1. (2) The product is: [F:14][C:13]([F:16])([F:15])[C:11]1[CH:12]=[C:7]([CH2:6][C:17]#[N:18])[CH:8]=[N:9][CH:10]=1. Given the reactants CS(O[CH2:6][C:7]1[CH:8]=[N:9][CH:10]=[C:11]([C:13]([F:16])([F:15])[F:14])[CH:12]=1)(=O)=O.[C-:17]#[N:18].[K+], predict the reaction product.